Dataset: Choline transporter screen with 302,306 compounds. Task: Binary Classification. Given a drug SMILES string, predict its activity (active/inactive) in a high-throughput screening assay against a specified biological target. (1) The drug is Clc1ccc(SCCN2C(=O)C(NC2=O)(C)C)cc1. The result is 0 (inactive). (2) The compound is S(=O)(=O)(Nc1nc(OC)nc(OC)c1)c1ccc(NC(=O)CN2C(=O)c3c(C2=O)cccc3)cc1. The result is 0 (inactive).